Task: Predict which catalyst facilitates the given reaction.. Dataset: Catalyst prediction with 721,799 reactions and 888 catalyst types from USPTO (1) Reactant: [F:1][C:2]1[CH:3]=[CH:4][C:5]([O:24][CH3:25])=[C:6]([C:8]2[C:9]3[CH:16]=[C:15]([C:17]4[CH2:22][CH2:21][C:20](=O)[CH2:19][CH:18]=4)[NH:14][C:10]=3[N:11]=[CH:12][N:13]=2)[CH:7]=1.C(N(CC)CC)C.C(O)(=O)C.Cl.[NH2:38][C@@H:39]([C:47]([CH3:50])([CH3:49])[CH3:48])[C:40]([O:42]C(C)(C)C)=[O:41]. Product: [F:1][C:2]1[CH:3]=[CH:4][C:5]([O:24][CH3:25])=[C:6]([C:8]2[C:9]3[CH:16]=[C:15]([C:17]4[CH2:22][CH2:21][CH:20]([NH:38][C@H:39]([C:40]([OH:42])=[O:41])[C:47]([CH3:50])([CH3:49])[CH3:48])[CH2:19][CH:18]=4)[NH:14][C:10]=3[N:11]=[CH:12][N:13]=2)[CH:7]=1. The catalyst class is: 4. (2) Reactant: [CH3:1][C:2]1[CH:7]=[C:6]([CH3:8])[CH:5]=[C:4]([CH:9]=[CH:10][CH:11]=[CH:12][C:13]2[CH:18]=[CH:17][C:16]([N+:19]([O-])=O)=[CH:15][CH:14]=2)[N:3]=1. Product: [CH3:8][C:6]1[CH:7]=[C:2]([CH3:1])[N:3]=[C:4]([CH2:9][CH2:10][CH2:11][CH2:12][C:13]2[CH:18]=[CH:17][C:16]([NH2:19])=[CH:15][CH:14]=2)[CH:5]=1. The catalyst class is: 43. (3) Reactant: Cl[C:2]1[N:3]=[C:4]([N:13]2[CH2:18][CH2:17][O:16][CH2:15][CH2:14]2)[C:5]2[CH2:10][O:9][C:8]3([CH2:12][CH2:11]3)[C:6]=2[N:7]=1.[CH2:19]([NH:21][C:22]([NH:24][C:25]1[CH:30]=[CH:29][C:28](B2OC(C)(C)C(C)(C)O2)=[CH:27][CH:26]=1)=[O:23])[CH3:20].O1CCOCC1.C([O-])(O)=O.[Na+]. Product: [CH2:19]([NH:21][C:22]([NH:24][C:25]1[CH:30]=[CH:29][C:28]([C:2]2[N:3]=[C:4]([N:13]3[CH2:18][CH2:17][O:16][CH2:15][CH2:14]3)[C:5]3[CH2:10][O:9][C:8]4([CH2:12][CH2:11]4)[C:6]=3[N:7]=2)=[CH:27][CH:26]=1)=[O:23])[CH3:20]. The catalyst class is: 5. (4) Reactant: [C:1](/[C:4](=[C:12](\[NH2:23])/[C:13]([O:15]CC1C=CC=CC=1)=[O:14])/[C:5]([O:7][C:8]([CH3:11])([CH3:10])[CH3:9])=[O:6])(=O)[CH3:2].O.[NH2:25]N. Product: [C:8]([O:7][C:5]([C:4]1[C:12]([C:13]([OH:15])=[O:14])=[N:23][NH:25][C:1]=1[CH3:2])=[O:6])([CH3:11])([CH3:10])[CH3:9]. The catalyst class is: 14. (5) Reactant: [Cl:1][C:2]1[CH:7]=[CH:6][C:5]([N:8]2[C:12]([I:13])=[CH:11][C:10]([N:14]3C(C)=CC=C3C)=[N:9]2)=[CH:4][CH:3]=1.[Cl-].O[NH3+].C(N(CC)CC)C. Product: [Cl:1][C:2]1[CH:3]=[CH:4][C:5]([N:8]2[C:12]([I:13])=[CH:11][C:10]([NH2:14])=[N:9]2)=[CH:6][CH:7]=1. The catalyst class is: 40.